From a dataset of Peptide-MHC class II binding affinity with 134,281 pairs from IEDB. Regression. Given a peptide amino acid sequence and an MHC pseudo amino acid sequence, predict their binding affinity value. This is MHC class II binding data. The peptide sequence is LKWHLHKTVEVPFNV. The MHC is DRB1_0101 with pseudo-sequence DRB1_0101. The binding affinity (normalized) is 0.814.